This data is from Forward reaction prediction with 1.9M reactions from USPTO patents (1976-2016). The task is: Predict the product of the given reaction. (1) Given the reactants [CH:1]1([CH2:4][O:5][C:6]2[CH:11]=[CH:10][C:9]([N+:12]([O-])=O)=[CH:8][CH:7]=2)[CH2:3][CH2:2]1.O.O.[Sn](Cl)Cl, predict the reaction product. The product is: [CH:1]1([CH2:4][O:5][C:6]2[CH:7]=[CH:8][C:9]([NH2:12])=[CH:10][CH:11]=2)[CH2:2][CH2:3]1. (2) Given the reactants [Cl:1][C:2]1[N:7]2[N:8]=[C:9]([C:11]3[CH:16]=[CH:15][C:14]([F:17])=[CH:13][CH:12]=3)[CH:10]=[C:6]2[CH:5]=[CH:4][CH:3]=1.[C:18](OC(=O)C)(=[O:20])[CH3:19].B(F)(F)F, predict the reaction product. The product is: [Cl:1][C:2]1[N:7]2[N:8]=[C:9]([C:11]3[CH:16]=[CH:15][C:14]([F:17])=[CH:13][CH:12]=3)[C:10]([C:18](=[O:20])[CH3:19])=[C:6]2[CH:5]=[CH:4][CH:3]=1. (3) The product is: [F:1][C:2]1[CH:3]=[C:4]2[C:9](=[CH:10][C:11]=1[F:12])[N:8]([CH2:22][CH:21]=[CH2:20])[C:7](=[O:13])[CH:6]=[N:5]2. Given the reactants [F:1][C:2]1[CH:3]=[C:4]2[C:9](=[CH:10][C:11]=1[F:12])[NH:8][C:7](=[O:13])[CH:6]=[N:5]2.C(=O)([O-])[O-].[K+].[K+].[CH2:20](I)[CH:21]=[CH2:22], predict the reaction product. (4) Given the reactants C[O:2][C:3](=[O:45])[CH2:4][CH:5]([C:15]([CH:19]([NH:27][C:28](=[O:44])[C:29]1[CH:34]=[CH:33][CH:32]=[C:31]([C:35](=[O:43])[N:36]([CH2:40][CH2:41][CH3:42])[CH2:37][CH2:38][CH3:39])[CH:30]=1)[CH2:20][C:21]1[CH:26]=[CH:25][CH:24]=[CH:23][CH:22]=1)([OH:18])[PH2:16]=[O:17])[C:6]([NH:8][C:9]1[CH:14]=[CH:13][CH:12]=[CH:11][CH:10]=1)=[O:7].[OH-].[Na+], predict the reaction product. The product is: [CH2:40]([N:36]([CH2:37][CH2:38][CH3:39])[C:35]([C:31]1[CH:30]=[C:29]([CH:34]=[CH:33][CH:32]=1)[C:28]([NH:27][CH:19]([C:15]([OH:18])([PH2:16]=[O:17])[CH:5]([C:6]([NH:8][C:9]1[CH:10]=[CH:11][CH:12]=[CH:13][CH:14]=1)=[O:7])[CH2:4][C:3]([OH:45])=[O:2])[CH2:20][C:21]1[CH:22]=[CH:23][CH:24]=[CH:25][CH:26]=1)=[O:44])=[O:43])[CH2:41][CH3:42].